Dataset: Forward reaction prediction with 1.9M reactions from USPTO patents (1976-2016). Task: Predict the product of the given reaction. (1) The product is: [F:23][C:20]1[CH:21]=[CH:22][C:17]([N:14]2[CH2:15][CH2:16][N:11]([S:8]([C:4]3[CH:5]=[CH:6][CH:7]=[C:2]([N:14]4[CH2:32][CH2:30][N:11]([CH3:16])[CH2:12][CH2:13]4)[CH:3]=3)(=[O:10])=[O:9])[C@H:12]([CH3:28])[CH2:13]2)=[C:18]([C:24]([F:27])([F:26])[F:25])[CH:19]=1. Given the reactants Br[C:2]1[CH:3]=[C:4]([S:8]([N:11]2[CH2:16][CH2:15][N:14]([C:17]3[CH:22]=[CH:21][C:20]([F:23])=[CH:19][C:18]=3[C:24]([F:27])([F:26])[F:25])[CH2:13][C@H:12]2[CH3:28])(=[O:10])=[O:9])[CH:5]=[CH:6][CH:7]=1.C[C:30]([O-])([CH3:32])C.[Na+], predict the reaction product. (2) Given the reactants [NH2:1][C@H:2]([C:6]1[CH:11]=[CH:10][C:9]([O:12][CH2:13][C@@H:14]([CH3:17])[CH2:15][CH3:16])=[CH:8][CH:7]=1)[C@H:3]([OH:5])[CH3:4].Cl.C(N([CH2:24][CH3:25])CC)C, predict the reaction product. The product is: [OH:5][C@H:3]([CH3:4])[C@H:2]([NH:1][C:3](=[O:5])[C@H:2]([C:25]1[CH:24]=[CH:10][CH:9]=[CH:8][CH:7]=1)[CH3:6])[C:6]1[CH:7]=[CH:8][C:9]([O:12][CH2:13][C@@H:14]([CH3:17])[CH2:15][CH3:16])=[CH:10][CH:11]=1.